Predict the reactants needed to synthesize the given product. From a dataset of Full USPTO retrosynthesis dataset with 1.9M reactions from patents (1976-2016). (1) Given the product [ClH:54].[CH2:13]([N:15]([C:27](=[O:39])[CH2:28][CH2:29][CH2:30][CH2:31][CH2:32][CH2:33][CH2:34][CH2:35][CH2:36][CH2:37][CH3:38])[C@H:16]([C:24]([OH:26])=[O:25])[CH2:17][CH2:18][CH2:19][NH:20][C:21](=[NH:22])[NH2:23])[CH3:14], predict the reactants needed to synthesize it. The reactants are: N[C@H](C(O)=O)CCCNC(=N)N.[CH2:13]([N:15]([C:27](=[O:39])[CH2:28][CH2:29][CH2:30][CH2:31][CH2:32][CH2:33][CH2:34][CH2:35][CH2:36][CH2:37][CH3:38])[C@H:16]([C:24]([OH:26])=[O:25])[CH2:17][CH2:18][CH2:19][NH:20][C:21](=[NH:23])[NH2:22])[CH3:14].C(O)[C@@H]1O[C@H](O[C@]2(CCl)O[C@H](C[Cl:54])[C@@H](O)[C@@H]2O)[C@@H](O)[C@@H](O)[C@H]1Cl. (2) Given the product [Cl:1][C:2]1[CH:3]=[CH:4][C:5]([C:28]([F:29])([F:31])[F:30])=[C:6]([CH:27]=1)[CH2:7][N:8]1[CH2:13][CH2:12][NH:11][C:10]2[N:14]=[CH:15][C:16]([C:18]3[CH:26]=[CH:25][C:21]([C:22]([N:46]4[CH2:47][CH2:48][N:43]([C:41]5[C:40]6[C:35](=[CH:36][CH:37]=[CH:38][CH:39]=6)[N:34]=[C:33]([CH3:32])[CH:42]=5)[CH2:44][CH2:45]4)=[O:24])=[CH:20][CH:19]=3)=[CH:17][C:9]1=2, predict the reactants needed to synthesize it. The reactants are: [Cl:1][C:2]1[CH:3]=[CH:4][C:5]([C:28]([F:31])([F:30])[F:29])=[C:6]([CH:27]=1)[CH2:7][N:8]1[CH2:13][CH2:12][NH:11][C:10]2[N:14]=[CH:15][C:16]([C:18]3[CH:26]=[CH:25][C:21]([C:22]([OH:24])=O)=[CH:20][CH:19]=3)=[CH:17][C:9]1=2.[CH3:32][C:33]1[CH:42]=[C:41]([N:43]2[CH2:48][CH2:47][NH:46][CH2:45][CH2:44]2)[C:40]2[C:35](=[CH:36][CH:37]=[CH:38][CH:39]=2)[N:34]=1.